Dataset: Forward reaction prediction with 1.9M reactions from USPTO patents (1976-2016). Task: Predict the product of the given reaction. (1) The product is: [C:1]([CH:5]1[CH2:10][CH2:9][N:8]([S:11]([C:14]2[CH:20]=[CH:19][C:17]([NH:18][C:29]([C:27]3[O:28][C:24]([N+:21]([O-:23])=[O:22])=[CH:25][CH:26]=3)=[O:30])=[CH:16][CH:15]=2)(=[O:13])=[O:12])[CH2:7][CH2:6]1)([CH3:4])([CH3:2])[CH3:3]. Given the reactants [C:1]([CH:5]1[CH2:10][CH2:9][N:8]([S:11]([C:14]2[CH:20]=[CH:19][C:17]([NH2:18])=[CH:16][CH:15]=2)(=[O:13])=[O:12])[CH2:7][CH2:6]1)([CH3:4])([CH3:3])[CH3:2].[N+:21]([C:24]1[O:28][C:27]([C:29](Cl)=[O:30])=[CH:26][CH:25]=1)([O-:23])=[O:22].C(#N)C, predict the reaction product. (2) Given the reactants [C:1]1([C:7]([C:10]2[CH:15]=[CH:14][CH:13]=[CH:12][CH:11]=2)=[N:8][OH:9])[CH:6]=[CH:5][CH:4]=[CH:3][CH:2]=1.Cl.Cl[CH2:18][CH2:19][N:20]([CH3:22])[CH3:21].[OH-].[K+], predict the reaction product. The product is: [CH3:21][N:20]([CH3:22])[CH2:19][CH2:18][O:9][N:8]=[C:7]([C:10]1[CH:15]=[CH:14][CH:13]=[CH:12][CH:11]=1)[C:1]1[CH:2]=[CH:3][CH:4]=[CH:5][CH:6]=1.